From a dataset of NCI-60 drug combinations with 297,098 pairs across 59 cell lines. Regression. Given two drug SMILES strings and cell line genomic features, predict the synergy score measuring deviation from expected non-interaction effect. Drug 1: C1CC(C1)(C(=O)O)C(=O)O.[NH2-].[NH2-].[Pt+2]. Drug 2: B(C(CC(C)C)NC(=O)C(CC1=CC=CC=C1)NC(=O)C2=NC=CN=C2)(O)O. Cell line: NCI-H226. Synergy scores: CSS=6.70, Synergy_ZIP=6.72, Synergy_Bliss=2.97, Synergy_Loewe=-31.9, Synergy_HSA=-2.78.